Task: Predict the product of the given reaction.. Dataset: Forward reaction prediction with 1.9M reactions from USPTO patents (1976-2016) Given the reactants CO[C:3]1[CH:13]=[CH:12][C:11]([O:14]C)=[CH:10][C:4]=1[CH:5]=[CH:6][C:7]([OH:9])=[O:8].B(Br)(Br)Br, predict the reaction product. The product is: [OH:14][C:11]1[CH:10]=[C:4]2[C:3](=[CH:13][CH:12]=1)[O:8][C:7](=[O:9])[CH:6]=[CH:5]2.